Task: Predict the product of the given reaction.. Dataset: Forward reaction prediction with 1.9M reactions from USPTO patents (1976-2016) The product is: [NH2:5][C:4]1[CH:6]=[CH:7][C:8]([CH3:9])=[C:2]([C:18]2[C:19]3[CH:26]=[C:25]([CH2:27][OH:28])[CH:24]=[CH:23][C:20]=3[S:21][CH:22]=2)[CH:3]=1. Given the reactants Br[C:2]1[CH:3]=[C:4]([CH:6]=[CH:7][C:8]=1[CH3:9])[NH2:5].CC1(C)C(C)(C)OB([C:18]2[C:19]3[CH:26]=[C:25]([CH2:27][OH:28])[CH:24]=[CH:23][C:20]=3[S:21][CH:22]=2)O1.C([O-])([O-])=O.[Cs+].[Cs+], predict the reaction product.